From a dataset of Full USPTO retrosynthesis dataset with 1.9M reactions from patents (1976-2016). Predict the reactants needed to synthesize the given product. Given the product [Cl:1][C:2]1[CH:3]=[CH:4][C:5]([CH:8]([C:14]2[CH:15]=[CH:16][C:17]([Cl:20])=[CH:18][CH:19]=2)[CH2:9][C:10]([OH:12])=[O:11])=[CH:6][CH:7]=1, predict the reactants needed to synthesize it. The reactants are: [Cl:1][C:2]1[CH:7]=[CH:6][C:5]([CH:8]([C:14]2[CH:19]=[CH:18][C:17]([Cl:20])=[CH:16][CH:15]=2)[CH2:9][C:10]([O:12]C)=[O:11])=[CH:4][CH:3]=1.O.[OH-].[Li+].